This data is from Full USPTO retrosynthesis dataset with 1.9M reactions from patents (1976-2016). The task is: Predict the reactants needed to synthesize the given product. (1) Given the product [NH2:1][C:2]([C:4]1[C:12]2[N:11]=[C:10]([C:13]3([NH:29][C:30](=[O:31])[O:32][CH2:33][CH:34]4[C:35]5[CH:36]=[CH:37][CH:38]=[CH:39][C:40]=5[C:41]5[C:46]4=[CH:45][CH:44]=[CH:43][CH:42]=5)[CH2:18][CH2:17][NH:16][CH2:15][CH2:14]3)[NH:9][C:8]=2[CH:7]=[CH:6][CH:5]=1)=[O:3], predict the reactants needed to synthesize it. The reactants are: [NH2:1][C:2]([C:4]1[C:12]2[N:11]=[C:10]([C:13]3([NH:29][C:30]([O:32][CH2:33][CH:34]4[C:46]5[CH:45]=[CH:44][CH:43]=[CH:42][C:41]=5[C:40]5[C:35]4=[CH:36][CH:37]=[CH:38][CH:39]=5)=[O:31])[CH2:18][CH2:17][N:16](C(OCC4C=CC=CC=4)=O)[CH2:15][CH2:14]3)[NH:9][C:8]=2[CH:7]=[CH:6][CH:5]=1)=[O:3]. (2) Given the product [NH:8]1[CH2:13][CH2:12][CH:11]([CH2:14][CH2:15][C:16]([N:18]2[CH2:23][CH2:22][CH2:21][C@@H:20]([C:24]([NH:26][CH2:27][C@H:28]([NH:32][C:33](=[O:35])[CH3:34])[C:29]([OH:31])=[O:30])=[O:25])[CH2:19]2)=[O:17])[CH2:10][CH2:9]1, predict the reactants needed to synthesize it. The reactants are: C(OC([N:8]1[CH2:13][CH2:12][CH:11]([CH2:14][CH2:15][C:16]([N:18]2[CH2:23][CH2:22][CH2:21][C@@H:20]([C:24]([NH:26][CH2:27][C@H:28]([NH:32][C:33](=[O:35])[CH3:34])[C:29]([OH:31])=[O:30])=[O:25])[CH2:19]2)=[O:17])[CH2:10][CH2:9]1)=O)(C)(C)C.Cl. (3) Given the product [CH3:1][N:2]1[C:6]([CH2:7][CH2:8][NH:9][C:10]2[C:11]([NH2:16])=[CH:12][CH:13]=[CH:14][CH:15]=2)=[CH:5][N:4]=[CH:3]1, predict the reactants needed to synthesize it. The reactants are: [CH3:1][N:2]1[C:6]([CH2:7][CH2:8][NH:9][C:10]2[CH:15]=[CH:14][CH:13]=[CH:12][C:11]=2[N+:16]([O-])=O)=[CH:5][N:4]=[CH:3]1.NC1C=CC=CC=1NCC(C)(C)CNC(=O)OC(C)(C)C. (4) The reactants are: [CH3:1][C:2]1[C:3]([N:14]2C(=O)C3C(=CC=CC=3)C2=O)=[N:4][N:5]([CH2:7][C:8]2[N:13]=[CH:12][CH:11]=[CH:10][N:9]=2)[CH:6]=1.NCCO. Given the product [CH3:1][C:2]1[C:3]([NH2:14])=[N:4][N:5]([CH2:7][C:8]2[N:13]=[CH:12][CH:11]=[CH:10][N:9]=2)[CH:6]=1, predict the reactants needed to synthesize it. (5) Given the product [Cl:1][C:2]1[CH:7]=[CH:6][C:5]([C:16]2[CH:21]=[C:18]([F:19])[C:13]([NH2:12])=[N:14][CH:15]=2)=[C:4]([F:11])[CH:3]=1, predict the reactants needed to synthesize it. The reactants are: [Cl:1][C:2]1[CH:7]=[CH:6][C:5](B(O)O)=[C:4]([F:11])[CH:3]=1.[NH2:12][C:13]1[C:18]([F:19])=N[C:16](Br)=[CH:15][N:14]=1.[C:21]1(C)C=CC=CC=1.C([O-])([O-])=O.[Na+].[Na+]. (6) Given the product [ClH:20].[Cl:21][C:16]1[CH:15]=[C:14]([C@@H:13]2[O:12][CH2:11][CH2:10][NH:9][CH2:8][C@H:7]2[CH2:6][N:4]([CH3:5])[C:1](=[O:3])[CH3:2])[CH:19]=[CH:18][C:17]=1[Cl:20], predict the reactants needed to synthesize it. The reactants are: [C:1]([N:4]([CH2:6][C@H:7]1[C@H:13]([C:14]2[CH:19]=[CH:18][C:17]([Cl:20])=[C:16]([Cl:21])[CH:15]=2)[O:12][CH2:11][CH2:10][N:9](C(OC(C)(C)C)=O)[CH2:8]1)[CH3:5])(=[O:3])[CH3:2].C(OCC)(=O)C.Cl. (7) The reactants are: [F:1][C:2]([F:30])([F:29])[C:3]1[CH:28]=[CH:27][C:6]([O:7][C:8]2[CH:13]=[CH:12][CH:11]=[CH:10][C:9]=2[NH:14][S:15]([C:18]2[CH:26]=[CH:25][C:21]([C:22]([OH:24])=O)=[CH:20][CH:19]=2)(=[O:17])=[O:16])=[CH:5][CH:4]=1.[N:31]1[CH:36]=[CH:35][CH:34]=[N:33][C:32]=1[N:37]1[CH2:42][CH2:41][N:40]([CH2:43][CH2:44][NH2:45])[CH2:39][CH2:38]1. Given the product [N:31]1[CH:36]=[CH:35][CH:34]=[N:33][C:32]=1[N:37]1[CH2:42][CH2:41][N:40]([CH2:43][CH2:44][NH:45][C:22](=[O:24])[C:21]2[CH:20]=[CH:19][C:18]([S:15](=[O:17])(=[O:16])[NH:14][C:9]3[CH:10]=[CH:11][CH:12]=[CH:13][C:8]=3[O:7][C:6]3[CH:27]=[CH:28][C:3]([C:2]([F:29])([F:1])[F:30])=[CH:4][CH:5]=3)=[CH:26][CH:25]=2)[CH2:39][CH2:38]1, predict the reactants needed to synthesize it. (8) Given the product [NH2:57][C:21]1[C:16]2[N:17]([C:36]([CH:37]3[CH2:34][CH:33]([CH2:32][OH:39])[CH2:38]3)=[N:23][C:15]=2[C:11]2[CH:12]=[CH:13][CH:14]=[C:9]([O:8][CH2:1][C:2]3[CH:7]=[CH:6][CH:5]=[CH:4][CH:3]=3)[CH:10]=2)[CH:18]=[CH:19][N:20]=1, predict the reactants needed to synthesize it. The reactants are: [CH2:1]([O:8][C:9]1[CH:10]=[C:11]([CH:15]([NH:23]C(C2CC(=C)C2)=O)[C:16]2[C:21](Cl)=[N:20][CH:19]=[CH:18][N:17]=2)[CH:12]=[CH:13][CH:14]=1)[C:2]1[CH:7]=[CH:6][CH:5]=[CH:4][CH:3]=1.Cl.[CH2:32]([O:39]C1C=C(C(N)C2C(Cl)=NC=CN=2)C=CC=1)[C:33]1[CH:38]=[CH:37][CH:36]=C[CH:34]=1.CC[N:57](C(C)C)C(C)C.C=C1CC(C(O)=O)C1.C(Cl)CCl.C1C=CC2N(O)N=NC=2C=1.